From a dataset of Full USPTO retrosynthesis dataset with 1.9M reactions from patents (1976-2016). Predict the reactants needed to synthesize the given product. (1) Given the product [O:26]=[C:22]1[CH2:23][CH2:24][CH2:25][N:21]1[C:16]1[CH:17]=[CH:18][C:12]2[O:11][C:10]([C:6]3[CH:5]=[C:4]([CH:9]=[CH:8][CH:7]=3)[C:3]([OH:2])=[O:20])=[N:14][C:13]=2[CH:15]=1, predict the reactants needed to synthesize it. The reactants are: C[O:2][C:3](=[O:20])[C:4]1[CH:9]=[CH:8][CH:7]=[C:6]([C:10]2[O:11][C:12]3[CH:18]=[CH:17][C:16](Br)=[CH:15][C:13]=3[N:14]=2)[CH:5]=1.[NH:21]1[CH2:25][CH2:24][CH2:23][C:22]1=[O:26].C([O-])([O-])=O.[K+].[K+].C1(C)C=CC=CC=1. (2) Given the product [CH3:34][O:33][CH2:32][CH2:31][C:30]1[N:35]=[C:25]([CH:11]2[CH2:12][CH:13]([C:15]3[CH:20]=[CH:19][C:18]([C:21]([F:24])([F:22])[F:23])=[CH:17][CH:16]=3)[CH2:14][N:9]([C:7]([N:1]3[CH2:2][CH2:3][S:4][CH2:5][CH2:6]3)=[O:8])[CH2:10]2)[O:27][N:29]=1, predict the reactants needed to synthesize it. The reactants are: [N:1]1([C:7]([N:9]2[CH2:14][CH:13]([C:15]3[CH:20]=[CH:19][C:18]([C:21]([F:24])([F:23])[F:22])=[CH:17][CH:16]=3)[CH2:12][CH:11]([C:25]([OH:27])=O)[CH2:10]2)=[O:8])[CH2:6][CH2:5][S:4][CH2:3][CH2:2]1.O[N:29]=[C:30]([NH2:35])[CH2:31][CH2:32][O:33][CH3:34].